From a dataset of Kinase inhibitor binding affinity data with 442 proteins and 68 drugs (Kd values). Regression. Given a target protein amino acid sequence and a drug SMILES string, predict the binding affinity score between them. We predict pKd (pKd = -log10(Kd in M); higher means stronger binding). Dataset: davis. (1) The pKd is 5.0. The target protein (PKNB(Mtuberculosis)) has sequence MTTPSHLSDRYELGEILGFGGMSEVHLARDLRLHRDVAVKVLRADLARDPSFYLRFRREAQNAAALNHPAIVAVYDTGEAETPAGPLPYIVMEYVDGVTLRDIVHTEGPMTPKRAIEVIADACQALNFSHQNGIIHRDVKPANIMISATNAVKVMDFGIARAIADSGNSVTQTAAVIGTAQYLSPEQARGDSVDARSDVYSLGCVLYEVLTGEPPFTGDSPVSVAYQHVREDPIPPSARHEGLSADLDAVVLKALAKNPENRYQTAAEMRADLVRVHNGEPPEAPKVLTDAERTSLLSSAAGNLSGPRTDPLPRQDLDDTDRDRSIGSVGRWVAVVAVLAVLTVVVTIAINTFGGITRDVQVPDVRGQSSADAIATLQNRGFKIRTLQKPDSTIPPDHVIGTDPAANTSVSAGDEITVNVSTGPEQREIPDVSTLTYAEAVKKLTAAGFGRFKQANSPSTPELVGKVIGTNPPANQTSAITNVVIIIVGSGPATKDIPDV.... The drug is O=C(NC1CCNCC1)c1[nH]ncc1NC(=O)c1c(Cl)cccc1Cl. (2) The small molecule is COc1c(Cl)cc2c([nH]c3cnccc32)c1NC(=O)c1cccnc1C. The target protein (MAP3K2) has sequence MDDQQALNSIMQDLAVLHKASRPALSLQETRKAKSSSPKKQNDVRVKFEHRGEKRILQFPRPVKLEDLRSKAKIAFGQSMDLHYTNNELVIPLTTQDDLDKAVELLDRSIHMKSLKILLVINGSTQATNLEPLPSLEDLDNTVFGAERKKRLSIIGPTSRDRSSPPPGYIPDELHQVARNGSFTSINSEGEFIPESMDQMLDPLSLSSPENSGSGSCPSLDSPLDGESYPKSRMPRAQSYPDNHQEFSDYDNPIFEKFGKGGTYPRRYHVSYHHQEYNDGRKTFPRARRTQGTSLRSPVSFSPTDHSLSTSSGSSIFTPEYDDSRIRRRGSDIDNPTLTVMDISPPSRSPRAPTNWRLGKLLGQGAFGRVYLCYDVDTGRELAVKQVQFDPDSPETSKEVNALECEIQLLKNLLHERIVQYYGCLRDPQEKTLSIFMEYMPGGSIKDQLKAYGALTENVTRKYTRQILEGVHYLHSNMIVHRDIKGANILRDSTGNVKLG.... The pKd is 5.0. (3) The compound is CC1CCN(C(=O)CC#N)CC1N(C)c1ncnc2[nH]ccc12. The target protein (CSNK1G3) has sequence MENKKKDKDKSDDRMARPSGRSGHNTRGTGSSSSGVLMVGPNFRVGKKIGCGNFGELRLGKNLYTNEYVAIKLEPMKSRAPQLHLEYRFYKQLGSGDGIPQVYYFGPCGKYNAMVLELLGPSLEDLFDLCDRTFSLKTVLMIAIQLISRMEYVHSKNLIYRDVKPENFLIGRPGNKTQQVIHIIDFGLAKEYIDPETKKHIPYREHKSLTGTARYMSINTHLGKEQSRRDDLEALGHMFMYFLRGSLPWQGLKADTLKERYQKIGDTKRATPIEVLCENFPEMATYLRYVRRLDFFEKPDYDYLRKLFTDLFDRKGYMFDYEYDWIGKQLPTPVGAVQQDPALSSNREAHQHRDKMQQSKNQSADHRAAWDSQQANPHHLRAHLAADRHGGSVQVVSSTNGELNTDDPTAGRSNAPITAPTEVEVMDETKCCCFFKRRKRKTIQRHK. The pKd is 5.0.